Dataset: Forward reaction prediction with 1.9M reactions from USPTO patents (1976-2016). Task: Predict the product of the given reaction. (1) Given the reactants [F:1][C:2]1[CH:7]=[CH:6][C:5]([S:8][CH2:9][C:10]([OH:12])=O)=[CH:4][CH:3]=1.[C:13]([O:32][NH2:33])([C:26]1[CH:31]=[CH:30][CH:29]=[CH:28][CH:27]=1)([C:20]1[CH:25]=[CH:24][CH:23]=[CH:22][CH:21]=1)[C:14]1[CH:19]=[CH:18][CH:17]=[CH:16][CH:15]=1.CCN=C=NCCCN(C)C.Cl.C1C=CC2N(O)N=NC=2C=1, predict the reaction product. The product is: [F:1][C:2]1[CH:3]=[CH:4][C:5]([S:8][CH2:9][C:10]([NH:33][O:32][C:13]([C:14]2[CH:19]=[CH:18][CH:17]=[CH:16][CH:15]=2)([C:26]2[CH:27]=[CH:28][CH:29]=[CH:30][CH:31]=2)[C:20]2[CH:21]=[CH:22][CH:23]=[CH:24][CH:25]=2)=[O:12])=[CH:6][CH:7]=1. (2) Given the reactants [CH2:1]([N:4]1[CH2:9][CH2:8][O:7][CH2:6][CH2:5]1)[C:2]#[CH:3].[Cl:10][C:11]1[CH:16]=[CH:15][C:14](/[C:17](/[C:34]2[CH:39]=[CH:38][C:37](I)=[CH:36][CH:35]=2)=[CH:18]/[CH2:19][O:20][C:21]2[CH:32]=[CH:31][C:24]([O:25][CH2:26][C:27]([O:29][CH3:30])=[O:28])=[C:23]([CH3:33])[CH:22]=2)=[CH:13][CH:12]=1, predict the reaction product. The product is: [Cl:10][C:11]1[CH:12]=[CH:13][C:14](/[C:17](/[C:34]2[CH:35]=[CH:36][C:37]([C:3]#[C:2][CH2:1][N:4]3[CH2:9][CH2:8][O:7][CH2:6][CH2:5]3)=[CH:38][CH:39]=2)=[CH:18]/[CH2:19][O:20][C:21]2[CH:32]=[CH:31][C:24]([O:25][CH2:26][C:27]([O:29][CH3:30])=[O:28])=[C:23]([CH3:33])[CH:22]=2)=[CH:15][CH:16]=1. (3) Given the reactants [CH3:1][S:2]([N:5]1[CH2:10][CH2:9][CH2:8][C@H:7]([NH:11][C:12]2[C:17]([C:18]3[N:19]=[C:20]4[CH:26]=[CH:25][N:24](COCC[Si](C)(C)C)[C:21]4=[N:22][CH:23]=3)=[CH:16][N:15]=[C:14](S(C)(=O)=O)[N:13]=2)[CH2:6]1)(=[O:4])=[O:3].[NH:39]1[CH2:42][CH:41]([C:43]#[N:44])[CH2:40]1.CS(C)(=O)=O, predict the reaction product. The product is: [CH3:1][S:2]([N:5]1[CH2:10][CH2:9][CH2:8][C@H:7]([NH:11][C:12]2[C:17]([C:18]3[N:19]=[C:20]4[CH:26]=[CH:25][NH:24][C:21]4=[N:22][CH:23]=3)=[CH:16][N:15]=[C:14]([N:39]3[CH2:42][CH:41]([C:43]#[N:44])[CH2:40]3)[N:13]=2)[CH2:6]1)(=[O:4])=[O:3]. (4) Given the reactants [C:1]([C:4]1[CH:5]=[C:6]([NH:10][C:11]([N:13]2[CH2:18][CH2:17][N:16]([C:19](=[O:27])[C:20]3[CH:25]=[CH:24][CH:23]=[C:22]([F:26])[CH:21]=3)[CH2:15][CH2:14]2)=O)[CH:7]=[CH:8][CH:9]=1)(=O)[NH2:2].[OH2:28].[NH2:29][NH2:30].[CH3:31]OC(OC)N(C)C, predict the reaction product. The product is: [N:29]1[NH:30][C:1]([C:4]2[CH:5]=[C:6]([NH:10][C:11]([N:13]3[CH2:18][CH2:17][N:16]([C:19](=[O:27])[C:20]4[CH:25]=[CH:24][CH:23]=[C:22]([F:26])[CH:21]=4)[CH2:15][CH2:14]3)=[O:28])[CH:7]=[CH:8][CH:9]=2)=[N:2][CH:31]=1. (5) Given the reactants C([O:3][C:4](=[O:33])[CH2:5][CH2:6][S:7][C:8]1[S:12][C:11]([NH:13][C:14]([N:16]([C:23]2[CH:28]=[CH:27][CH:26]=[C:25]([NH:29][C:30](=[O:32])[CH3:31])[CH:24]=2)CC2CCCC2)=[O:15])=[N:10][CH:9]=1)C.[CH:34]1(CN(C2C=CC(F)=C(F)C=2)C(=O)NC2SC=C(CC(O)=O)N=2)[CH2:38][CH2:37][CH2:36][CH2:35]1.N[C:62]1C=C(NC(=O)C)C=CC=1.C1(C=O)CCCC1.C(OC(=O)CCSC1SC(N)=NC=1)C, predict the reaction product. The product is: [C:30]([NH:29][C:25]1[CH:24]=[C:23]([N:16]([CH:34]2[CH2:38][CH2:37][CH2:36][CH2:35]2)[C:14](=[O:15])[N:13]([CH3:62])[C:11]2[S:12][C:8]([S:7][CH2:6][CH2:5][C:4]([OH:3])=[O:33])=[CH:9][N:10]=2)[CH:28]=[CH:27][CH:26]=1)(=[O:32])[CH3:31]. (6) The product is: [CH2:1]([CH:4]1[CH2:9][CH2:8][CH:7]([C:10]2[CH:15]=[CH:14][C:13]([C:16]3[CH:17]=[CH:18][C:19](/[CH:22]=[CH:23]/[C:24]([O:26][CH2:34][CH:28]4[CH2:29][CH:30]5[CH2:33][CH:27]4[CH:32]=[CH:31]5)=[O:25])=[CH:20][CH:21]=3)=[CH:12][CH:11]=2)[CH2:6][CH2:5]1)[CH2:2][CH3:3]. Given the reactants [CH2:1]([CH:4]1[CH2:9][CH2:8][CH:7]([C:10]2[CH:15]=[CH:14][C:13]([C:16]3[CH:21]=[CH:20][C:19](/[CH:22]=[CH:23]/[C:24]([OH:26])=[O:25])=[CH:18][CH:17]=3)=[CH:12][CH:11]=2)[CH2:6][CH2:5]1)[CH2:2][CH3:3].[CH:27]12[CH2:33][CH:30]([CH:31]=[CH:32]1)[CH2:29][CH:28]2[CH2:34]O.C1(C)C(C)=CC=CC=1, predict the reaction product.